This data is from Full USPTO retrosynthesis dataset with 1.9M reactions from patents (1976-2016). The task is: Predict the reactants needed to synthesize the given product. (1) The reactants are: [Cl:1][C:2]1[CH:3]=[CH:4][C:5]2[N:11](CC3C=CC(OC)=CC=3OC)[C:10](=[O:23])[C@@H:9]([CH2:24][C:25]3[O:26][C:27]([CH2:30][CH2:31][CH2:32][C:33]([O:35][CH3:36])=[O:34])=[CH:28][N:29]=3)[O:8][C@H:7]([C:37]3[CH:42]=[CH:41][CH:40]=[C:39]([O:43][CH3:44])[C:38]=3[O:45][CH3:46])[C:6]=2[CH:47]=1.[N+]([O-])([O-])=O.[Ce+4].[NH4+].[NH4+].[N+]([O-])([O-])=O.[N+]([O-])([O-])=O.[N+]([O-])([O-])=O.[N+]([O-])([O-])=O.[N+]([O-])([O-])=O.C(=O)([O-])O.[Na+]. Given the product [Cl:1][C:2]1[CH:3]=[CH:4][C:5]2[NH:11][C:10](=[O:23])[C@@H:9]([CH2:24][C:25]3[O:26][C:27]([CH2:30][CH2:31][CH2:32][C:33]([O:35][CH3:36])=[O:34])=[CH:28][N:29]=3)[O:8][C@H:7]([C:37]3[CH:42]=[CH:41][CH:40]=[C:39]([O:43][CH3:44])[C:38]=3[O:45][CH3:46])[C:6]=2[CH:47]=1, predict the reactants needed to synthesize it. (2) The reactants are: [CH3:1][N:2]([CH3:29])[C:3]1([C:23]2[CH:28]=[CH:27][CH:26]=[CH:25][CH:24]=2)[CH2:8][CH2:7][CH:6]([C:9]2[NH:10][C:11]3[C:16]([C:17]=2[CH:18](O)[CH2:19][CH2:20][CH3:21])=[CH:15][CH:14]=[CH:13][CH:12]=3)[CH2:5][CH2:4]1.[Si]([Cl:34])(C)(C)C.C(OCC)(=[O:37])C. Given the product [ClH:34].[CH3:29][N:2]([CH3:1])[C:3]1([C:23]2[CH:28]=[CH:27][CH:26]=[CH:25][CH:24]=2)[CH2:8][CH2:7][CH:6]([C:9]2[NH:10][C:11]3[C:16]([C:17]=2[CH2:18][CH2:19][CH2:20][CH2:21][OH:37])=[CH:15][CH:14]=[CH:13][CH:12]=3)[CH2:5][CH2:4]1, predict the reactants needed to synthesize it. (3) Given the product [CH3:1][O:2][C:3]1[CH:8]=[CH:7][C:6]([CH:9]([C:13](=[O:15])[CH3:14])[C:10]#[N:11])=[CH:5][CH:4]=1, predict the reactants needed to synthesize it. The reactants are: [CH3:1][O:2][C:3]1[CH:8]=[CH:7][C:6]([CH2:9][C:10]#[N:11])=[CH:5][CH:4]=1.[Na].[C:13](OCC)(=[O:15])[CH3:14].